Dataset: Forward reaction prediction with 1.9M reactions from USPTO patents (1976-2016). Task: Predict the product of the given reaction. (1) The product is: [NH:30]1[C:31]2[C:39](=[CH:38][C:37]3[CH2:36][CH2:35][CH2:34][C:33]=3[CH:32]=2)[N:28]=[C:29]1[C:40]1[C:44]([NH:45][C:4]([CH:26]2[CH2:7][CH2:25]2)=[O:3])=[CH:43][NH:42][N:41]=1. Given the reactants FC(F)[O:3][C:4]1[CH:26]=[CH:25][C:7]2NC(C3C(NC(N4CCCCC4)=O)=CNN=3)=NC=2C=1.[NH:28]1[C:39]2[C:31](=[CH:32][C:33]3[CH2:34][CH2:35][CH2:36][C:37]=3[CH:38]=2)[N:30]=[C:29]1[C:40]1[C:44]([NH2:45])=[CH:43][NH:42][N:41]=1.C(N(CC)CC)C.C1(C(Cl)=O)CC1.[OH-].[K+].[Cl-].[NH4+], predict the reaction product. (2) The product is: [ClH:1].[Cl:28][C:43]1[CH:42]=[C:41]([S:45]([C:48]2[CH:49]=[CH:50][CH:51]=[CH:52][CH:53]=2)(=[O:46])=[O:47])[CH:40]=[C:39]2[C:44]=1[N:36]([CH:33]1[CH2:34][CH2:35][N:30]([CH3:29])[CH2:31][CH2:32]1)[CH2:37][CH2:38]2. Given the reactants [Cl:1]C1C=C(S(C2C=CC=CC=2)(=O)=O)C=C2C=1N(C1CCNCC1)CC2.C=O.[ClH:28].[CH3:29][N:30]1[CH2:35][CH2:34][CH:33]([N:36]2[C:44]3[C:39](=[CH:40][C:41]([S:45]([C:48]4[CH:53]=[CH:52][CH:51]=[CH:50][CH:49]=4)(=[O:47])=[O:46])=[CH:42][CH:43]=3)[CH2:38][CH2:37]2)[CH2:32][CH2:31]1, predict the reaction product. (3) The product is: [NH2:7][C:8]1[N:9]=[CH:10][C:11]([CH2:14][N:15]2[CH2:19][CH2:18][C@@H:17]([OH:20])[CH2:16]2)=[CH:12][CH:13]=1. Given the reactants C(OC(=O)[NH:7][C:8]1[CH:13]=[CH:12][C:11]([CH2:14][N:15]2[CH2:19][CH2:18][C@@H:17]([OH:20])[CH2:16]2)=[CH:10][N:9]=1)(C)(C)C.Cl.CO, predict the reaction product.